From a dataset of Catalyst prediction with 721,799 reactions and 888 catalyst types from USPTO. Predict which catalyst facilitates the given reaction. Reactant: Cl[C:2]1[C:7]2[CH:8]=[C:9]([I:11])[S:10][C:6]=2[C:5]([C:12]#[N:13])=[CH:4][N:3]=1.[NH2:14][C@H:15]1[CH2:20][CH2:19][CH2:18][N:17]([C:21]([O:23][C:24]([CH3:27])([CH3:26])[CH3:25])=[O:22])[CH2:16]1.C(=O)([O-])[O-].[K+].[K+].O. Product: [C:12]([C:5]1[C:6]2[S:10][C:9]([I:11])=[CH:8][C:7]=2[C:2]([NH:14][C@H:15]2[CH2:20][CH2:19][CH2:18][N:17]([C:21]([O:23][C:24]([CH3:27])([CH3:26])[CH3:25])=[O:22])[CH2:16]2)=[N:3][CH:4]=1)#[N:13]. The catalyst class is: 37.